Dataset: Forward reaction prediction with 1.9M reactions from USPTO patents (1976-2016). Task: Predict the product of the given reaction. (1) Given the reactants [C:1]([O:5][C:6]([N:8]([CH3:49])[C@@H:9]([CH3:48])[C:10]([NH:12][C@@H:13]([CH:42]1[CH2:47][CH2:46][CH2:45][CH2:44][CH2:43]1)[C:14](N1C[C@@H](NC(OCC2C3C=CC=CC=3C3C2=CC=CC=3)=O)C[C@H]1C(O)=O)=[O:15])=[O:11])=[O:7])([CH3:4])([CH3:3])[CH3:2].CCN(C(C)C)[CH:53]([CH3:55])[CH3:54].CN(C(O[N:67]1N=[N:74][C:69]2[CH:70]=[CH:71][CH:72]=[N:73][C:68]1=2)=[N+](C)C)C.F[P-](F)(F)(F)(F)F.C(N)(C)C.CN(C=[O:91])C, predict the reaction product. The product is: [C:1]([O:5][C:6](=[O:7])[N:8]([C@H:9]([C:10](=[O:11])[NH:12][C@@H:13]([CH:42]1[CH2:47][CH2:46][CH2:45][CH2:44][CH2:43]1)[C:14]([N:67]1[CH2:68][C@@H:69]([NH2:74])[CH2:70][C@H:71]1[C:72](=[O:91])[NH:73][CH:53]([CH3:55])[CH3:54])=[O:15])[CH3:48])[CH3:49])([CH3:3])([CH3:2])[CH3:4]. (2) Given the reactants [OH-].[Na+].C[O:4][C:5](=[O:41])[CH2:6][C:7]1[CH:12]=[CH:11][C:10]([C:13]2[CH:18]=[CH:17][C:16]([C:19]([CH2:38][CH3:39])([C:22]3[CH:27]=[CH:26][C:25](/[CH:28]=[CH:29]/[C:30]4([OH:36])[CH2:35][CH2:34][O:33][CH2:32][CH2:31]4)=[C:24]([CH3:37])[CH:23]=3)[CH2:20][CH3:21])=[CH:15][C:14]=2[CH3:40])=[CH:9][CH:8]=1, predict the reaction product. The product is: [CH2:20]([C:19]([C:16]1[CH:17]=[CH:18][C:13]([C:10]2[CH:11]=[CH:12][C:7]([CH2:6][C:5]([OH:41])=[O:4])=[CH:8][CH:9]=2)=[C:14]([CH3:40])[CH:15]=1)([C:22]1[CH:27]=[CH:26][C:25](/[CH:28]=[CH:29]/[C:30]2([OH:36])[CH2:31][CH2:32][O:33][CH2:34][CH2:35]2)=[C:24]([CH3:37])[CH:23]=1)[CH2:38][CH3:39])[CH3:21]. (3) Given the reactants [C:1]([NH:9][NH2:10])(=[O:8])[C:2]1[CH:7]=[CH:6][CH:5]=[CH:4][CH:3]=1.CN1CCCC1=O.[CH3:18][C:19]1[C:27]([CH3:28])=[CH:26][CH:25]=[CH:24][C:20]=1[C:21](Cl)=[O:22], predict the reaction product. The product is: [CH3:18][C:19]1[C:27]([CH3:28])=[CH:26][CH:25]=[CH:24][C:20]=1[C:21]([NH:10][NH:9][C:1](=[O:8])[C:2]1[CH:7]=[CH:6][CH:5]=[CH:4][CH:3]=1)=[O:22]. (4) Given the reactants C(OC(=O)[NH:10]/[C:11](/[N:23]1[CH2:32][CH2:31][C:30]2[C:25](=[CH:26][C:27]([O:33][CH2:34][CH2:35][NH:36][S:37]([CH2:40][CH2:41][CH3:42])(=[O:39])=[O:38])=[CH:28][CH:29]=2)[CH:24]1[C:43]1([C:47]2[CH:52]=[CH:51][C:50]([F:53])=[CH:49][CH:48]=2)[CH2:46][CH2:45][CH2:44]1)=[N:12]\C(=O)OCC1C=CC=CC=1)C1C=CC=CC=1.C[O-].[Na+].Br[CH2:59][CH:60]([O:63][CH3:64])[O:61][CH3:62], predict the reaction product. The product is: [CH3:62][O:61][CH:60]([O:63][CH3:64])[CH2:59][NH:10][C:11]([N:23]1[CH2:32][CH2:31][C:30]2[C:25](=[CH:26][C:27]([O:33][CH2:34][CH2:35][NH:36][S:37]([CH2:40][CH2:41][CH3:42])(=[O:38])=[O:39])=[CH:28][CH:29]=2)[CH:24]1[C:43]1([C:47]2[CH:52]=[CH:51][C:50]([F:53])=[CH:49][CH:48]=2)[CH2:46][CH2:45][CH2:44]1)=[NH:12]. (5) Given the reactants B(O)O.ClC1C(N(C)[CH2:12][C:13]([O:15][C:16]([CH3:19])([CH3:18])[CH3:17])=[O:14])=NC=CN=1.C(=O)([O-])[O-].[K+].[K+].O.O1CC[CH2:30][CH2:29]1, predict the reaction product. The product is: [CH3:29][CH2:30][CH2:19][CH:16]([CH3:17])[CH3:18].[C:13]([O:15][CH2:16][CH3:17])(=[O:14])[CH3:12].